Predict which catalyst facilitates the given reaction. From a dataset of Catalyst prediction with 721,799 reactions and 888 catalyst types from USPTO. (1) The catalyst class is: 31. Reactant: F[P-](F)(F)(F)(F)F.N1(OC(N(C)C)=[N+](C)C)C2N=CC=CC=2N=N1.[Br:25][C:26]1[CH:31]=[CH:30][C:29]([CH2:32][NH:33][CH3:34])=[CH:28][C:27]=1[Cl:35].[C:36]([OH:39])(=O)[CH3:37].CCN(C(C)C)C(C)C. Product: [Br:25][C:26]1[CH:31]=[CH:30][C:29]([CH2:32][N:33]([CH3:34])[C:36](=[O:39])[CH3:37])=[CH:28][C:27]=1[Cl:35]. (2) Reactant: [NH2:1][C:2]1[CH:3]=[C:4]2[C:9](=[CH:10][CH:11]=1)[CH2:8][N:7]([C:12]([O:14][C:15]([CH3:18])([CH3:17])[CH3:16])=[O:13])[CH2:6][CH2:5]2.[C:19]1([CH2:25][O:26][C:27]([NH:29][C@H:30]([C:35](O)=[O:36])[CH2:31][CH2:32][S:33][CH3:34])=[O:28])[CH:24]=[CH:23][CH:22]=[CH:21][CH:20]=1.CN(C(ON1N=NC2C=CC=NC1=2)=[N+](C)C)C.F[P-](F)(F)(F)(F)F.CCN(C(C)C)C(C)C. Product: [C:19]1([CH2:25][O:26][C:27]([NH:29][C@H:30]([C:35]([NH:1][C:2]2[CH:3]=[C:4]3[C:9](=[CH:10][CH:11]=2)[CH2:8][N:7]([C:12]([O:14][C:15]([CH3:18])([CH3:17])[CH3:16])=[O:13])[CH2:6][CH2:5]3)=[O:36])[CH2:31][CH2:32][S:33][CH3:34])=[O:28])[CH:20]=[CH:21][CH:22]=[CH:23][CH:24]=1. The catalyst class is: 2. (3) Reactant: C([NH:18][CH2:19][CH2:20][C:21]([OH:23])=[O:22])(OCC1C2C(=CC=CC=2)C2C1=CC=CC=2)=O.N1CCCCC1.[CH:30]([C:32]1[CH:40]=[CH:39][C:35]([C:36]([OH:38])=O)=[CH:34][CH:33]=1)=[O:31].C1C=CC2N(O)N=NC=2C=1.C(N=C=NC(C)C)(C)C. Product: [CH:30]([C:32]1[CH:33]=[CH:34][C:35]([C:36]([NH:18][CH2:19][CH2:20][C:21]([OH:23])=[O:22])=[O:38])=[CH:39][CH:40]=1)=[O:31]. The catalyst class is: 618. (4) Reactant: [F:1][C:2]1[CH:19]=[CH:18][C:17]([C:20]([F:23])([F:22])[F:21])=[CH:16][C:3]=1[O:4][C:5]1[C:14]2[C:9](=[C:10]([NH2:15])[CH:11]=[CH:12][CH:13]=2)[N:8]=[CH:7][CH:6]=1.[Cl:24][C:25]1[C:30]([C:31](O)=[O:32])=[C:29]([F:34])[C:28]([CH2:35][NH:36][C:37](=[O:42])[C:38]([CH3:41])([CH3:40])[CH3:39])=[CH:27][CH:26]=1.C(Cl)(=O)C(Cl)=O.CCN(C(C)C)C(C)C. Product: [Cl:24][C:25]1[C:30]([C:31]([NH:15][C:10]2[CH:11]=[CH:12][CH:13]=[C:14]3[C:9]=2[N:8]=[CH:7][CH:6]=[C:5]3[O:4][C:3]2[CH:16]=[C:17]([C:20]([F:21])([F:22])[F:23])[CH:18]=[CH:19][C:2]=2[F:1])=[O:32])=[C:29]([F:34])[C:28]([CH2:35][NH:36][C:37](=[O:42])[C:38]([CH3:40])([CH3:39])[CH3:41])=[CH:27][CH:26]=1. The catalyst class is: 85. (5) Reactant: [F:1][C:2]1[CH:3]=[C:4]([CH:20]=[CH:21][C:22]=1[NH:23][C:24]([NH:26][C:27]1[CH:32]=[CH:31][CH:30]=[C:29]([CH3:33])[CH:28]=1)=[O:25])[O:5][C:6]1[CH:11]=[CH:10][N:9]=[C:8]([C:12]2[NH:16][CH:15]=[C:14]([C:17]([OH:19])=O)[CH:13]=2)[CH:7]=1.CN(C(ON1N=NC2C=CC=NC1=2)=[N+](C)C)C.F[P-](F)(F)(F)(F)F.C(N(CC)C(C)C)(C)C.Cl.[CH3:68][O:69][C:70](=[O:74])[CH2:71][CH2:72][NH2:73].Cl. Product: [F:1][C:2]1[CH:3]=[C:4]([CH:20]=[CH:21][C:22]=1[NH:23][C:24]([NH:26][C:27]1[CH:32]=[CH:31][CH:30]=[C:29]([CH3:33])[CH:28]=1)=[O:25])[O:5][C:6]1[CH:11]=[CH:10][N:9]=[C:8]([C:12]2[NH:16][CH:15]=[C:14]([C:17]([NH:73][CH2:72][CH2:71][C:70]([O:69][CH3:68])=[O:74])=[O:19])[CH:13]=2)[CH:7]=1. The catalyst class is: 18.